Task: Predict the reaction yield, written as a fraction of the theoretical maximum amount of product (1.0 means a 100% yield; for example, 0.34 means a 34% yield).. Dataset: Reaction yield outcomes from USPTO patents with 853,638 reactions The product is [C:13]([O:12][C:10]([N:1]1[CH2:6][CH2:5][CH:4]([C:7]([OH:9])=[O:8])[CH2:3][CH2:2]1)=[O:11])([CH3:16])([CH3:15])[CH3:14]. The catalyst is C1COCC1.O. The yield is 0.830. The reactants are [NH:1]1[CH2:6][CH2:5][CH:4]([C:7]([OH:9])=[O:8])[CH2:3][CH2:2]1.[C:10](O[C:10]([O:12][C:13]([CH3:16])([CH3:15])[CH3:14])=[O:11])([O:12][C:13]([CH3:16])([CH3:15])[CH3:14])=[O:11].C(=O)(O)[O-].[Na+].